Dataset: Forward reaction prediction with 1.9M reactions from USPTO patents (1976-2016). Task: Predict the product of the given reaction. (1) Given the reactants Br[C:2]1[N:7]=[C:6]([C:8]([O:10][CH3:11])=[O:9])[CH:5]=[CH:4][C:3]=1[Cl:12].[CH3:13][C:14]1([CH3:28])[C:18](B2OC(C)(C)C(C)(C)O2)=[CH:17][CH2:16][CH2:15]1.[O-]P([O-])([O-])=O.[K+].[K+].[K+], predict the reaction product. The product is: [Cl:12][C:3]1[CH:4]=[CH:5][C:6]([C:8]([O:10][CH3:11])=[O:9])=[N:7][C:2]=1[C:15]1[C:14]([CH3:28])([CH3:13])[CH2:18][CH2:17][CH:16]=1. (2) The product is: [CH2:4]([N:3]([C:10]1[CH:15]=[CH:14][CH:13]=[CH:12][C:11]=1[O:16][CH3:17])[CH2:19][CH2:18][OH:21])[CH3:5]. Given the reactants [OH-].[Na+].[NH2:3][CH2:4][CH2:5]CCO.I[C:10]1[CH:15]=[CH:14][CH:13]=[CH:12][C:11]=1[O:16][CH3:17].[CH:18]([OH:21])(C)[CH3:19], predict the reaction product. (3) Given the reactants [CH3:1][C:2]1[C:6]([CH2:7][C:8]2[CH:17]=[CH:16][C:11]([C:12]([O:14][CH3:15])=[O:13])=[CH:10][CH:9]=2)=[C:5]([CH3:18])[NH:4][N:3]=1.[Br:19][C:20]1[CH:25]=[CH:24][C:23](F)=[CH:22][C:21]=1[Cl:27].C(=O)([O-])[O-].[K+].[K+].[Cl-].[NH4+], predict the reaction product. The product is: [Br:19][C:20]1[CH:25]=[CH:24][C:23]([N:4]2[C:5]([CH3:18])=[C:6]([CH2:7][C:8]3[CH:17]=[CH:16][C:11]([C:12]([O:14][CH3:15])=[O:13])=[CH:10][CH:9]=3)[C:2]([CH3:1])=[N:3]2)=[CH:22][C:21]=1[Cl:27].[Br:19][C:20]1[CH:25]=[CH:24][C:23]([N:3]2[C:2]([CH3:1])=[C:6]([CH2:7][C:8]3[CH:17]=[CH:16][C:11]([C:12]([OH:14])=[O:13])=[CH:10][CH:9]=3)[C:5]([CH3:18])=[N:4]2)=[CH:22][C:21]=1[Cl:27]. (4) Given the reactants [CH3:1][C:2]1([CH3:38])[O:6][C@H:5]([CH2:7][N:8]2[CH:12]=[CH:11][C:10]([NH:13][C:14](=[O:37])[CH:15]([N:20]3[C:25](=[O:26])[CH:24]=[C:23]([O:27]N4C5C=CC=CC=5N=N4)[CH:22]=[N:21]3)[CH2:16][CH:17]([CH3:19])[CH3:18])=[N:9]2)[CH2:4][O:3]1.C(=O)([O-])[O-].[Cs+].[Cs+].[NH:45]1[C:53]2[CH:52]=[CH:51][CH:50]=[C:49](O)[C:48]=2[CH:47]=[CH:46]1.CN(C)C=O, predict the reaction product. The product is: [CH3:1][C:2]1([CH3:38])[O:6][C@H:5]([CH2:7][N:8]2[CH:12]=[CH:11][C:10]([NH:13][C:14](=[O:37])[CH:15]([N:20]3[C:25](=[O:26])[CH:24]=[C:23]([O:27][C:49]4[CH:50]=[CH:51][CH:52]=[C:53]5[C:48]=4[CH:47]=[CH:46][NH:45]5)[CH:22]=[N:21]3)[CH2:16][CH:17]([CH3:18])[CH3:19])=[N:9]2)[CH2:4][O:3]1. (5) Given the reactants [Cl:1][C:2]1[CH:7]=[CH:6][C:5]([C@H:8]([C@@H:12]([CH3:17])[C:13]([F:16])([F:15])[F:14])[C:9]([OH:11])=O)=[CH:4][CH:3]=1.[NH2:18][C:19]1[C:20]([CH3:34])=[C:21]([CH2:25][CH2:26][C:27]([O:29][C:30]([CH3:33])([CH3:32])[CH3:31])=[O:28])[CH:22]=[CH:23][CH:24]=1.F[P-](F)(F)(F)(F)F.N1(OC(N(C)C)=[N+](C)C)C2N=CC=CC=2N=N1.N1C=CC=CC=1, predict the reaction product. The product is: [Cl:1][C:2]1[CH:3]=[CH:4][C:5]([C@H:8]([C@@H:12]([CH3:17])[C:13]([F:16])([F:15])[F:14])[C:9]([NH:18][C:19]2[C:20]([CH3:34])=[C:21]([CH2:25][CH2:26][C:27]([O:29][C:30]([CH3:32])([CH3:31])[CH3:33])=[O:28])[CH:22]=[CH:23][CH:24]=2)=[O:11])=[CH:6][CH:7]=1. (6) Given the reactants Br[C:2]1[C:3]([C:9]([O-:11])=[O:10])=[N:4][CH:5]=[C:6]([CH3:8])[CH:7]=1.[Li+].[Cl-].C([Sn](CCCC)(CCCC)[C:19]1[N:24]=[CH:23][CH:22]=[CH:21][N:20]=1)CCC.[C:33]1(C)C=CC=CC=1, predict the reaction product. The product is: [CH3:8][C:6]1[CH:7]=[C:2]([C:19]2[N:24]=[CH:23][CH:22]=[CH:21][N:20]=2)[C:3]([C:9]([O:11][CH3:33])=[O:10])=[N:4][CH:5]=1. (7) Given the reactants [Cl:1][C:2]1[C:15]([N:16]2[C:20](=[O:21])[NH:19][C:18]([C:22]3[CH:27]=[CH:26][C:25](I)=[CH:24][CH:23]=3)=[N:17]2)=[CH:14][C:5]([CH2:6][NH:7][C:8](=[O:13])[C:9]([CH3:12])([CH3:11])[CH3:10])=[C:4]([F:29])[CH:3]=1.[CH3:30][C:31]([CH3:35])([CH3:34])[C:32]#[CH:33].CCCC[N+](CCCC)(CCCC)CCCC.[F-], predict the reaction product. The product is: [Cl:1][C:2]1[C:15]([N:16]2[C:20](=[O:21])[NH:19][C:18]([C:22]3[CH:27]=[CH:26][C:25]([C:33]#[C:32][C:31]([CH3:35])([CH3:34])[CH3:30])=[CH:24][CH:23]=3)=[N:17]2)=[CH:14][C:5]([CH2:6][NH:7][C:8](=[O:13])[C:9]([CH3:12])([CH3:11])[CH3:10])=[C:4]([F:29])[CH:3]=1. (8) Given the reactants [O-]CC.[Na+].[C:5]([O:9][CH2:10][CH3:11])(=[O:8])[CH2:6][SH:7].[Cl:12][C:13]1[C:18]([C:19](OCC)=[O:20])=[C:17](Cl)[C:16]([CH3:25])=[C:15]([CH3:26])[N:14]=1.Cl, predict the reaction product. The product is: [Cl:12][C:13]1[C:18]2[C:19]([OH:20])=[C:6]([C:5]([O:9][CH2:10][CH3:11])=[O:8])[S:7][C:17]=2[C:16]([CH3:25])=[C:15]([CH3:26])[N:14]=1.